From a dataset of Forward reaction prediction with 1.9M reactions from USPTO patents (1976-2016). Predict the product of the given reaction. (1) Given the reactants [Cl:1][C:2]1[CH:9]=[C:8]([N:10]2[C:14]3[C:15](=[O:22])[O:16][C:17]([CH:20]=[O:21])([CH3:19])[CH2:18][C:13]=3[N:12]=[CH:11]2)[CH:7]=[CH:6][C:3]=1[C:4]#[N:5].CC(=CC)C.[O-:28]Cl=O.[Na+].[NH4+].[Cl-], predict the reaction product. The product is: [Cl:1][C:2]1[CH:9]=[C:8]([N:10]2[C:14]3[C:15](=[O:22])[O:16][C:17]([CH3:19])([C:20]([OH:28])=[O:21])[CH2:18][C:13]=3[N:12]=[CH:11]2)[CH:7]=[CH:6][C:3]=1[C:4]#[N:5]. (2) Given the reactants [CH2:1]([N:8]1[C@@H:13]2[C@H:14]([C:16]3[NH:20][N:19]=[N:18][N:17]=3)[CH2:15][C@@:9]1([C:37]1[CH:42]=[CH:41][CH:40]=[CH:39][CH:38]=1)[C@H:10]([O:21][CH2:22][C:23]1[CH:28]=[C:27]([C:29]([F:32])([F:31])[F:30])[CH:26]=[C:25]([C:33]([F:36])([F:35])[F:34])[CH:24]=1)[CH2:11][CH2:12]2)[C:2]1[CH:7]=[CH:6][CH:5]=[CH:4][CH:3]=1.CI.[C:45](=O)([O-])[O-].[K+].[K+], predict the reaction product. The product is: [CH2:1]([N:8]1[C@@H:13]2[C@H:14]([C:16]3[N:20]=[N:19][N:18]([CH3:45])[N:17]=3)[CH2:15][C@@:9]1([C:37]1[CH:42]=[CH:41][CH:40]=[CH:39][CH:38]=1)[C@H:10]([O:21][CH2:22][C:23]1[CH:24]=[C:25]([C:33]([F:36])([F:35])[F:34])[CH:26]=[C:27]([C:29]([F:30])([F:31])[F:32])[CH:28]=1)[CH2:11][CH2:12]2)[C:2]1[CH:7]=[CH:6][CH:5]=[CH:4][CH:3]=1. (3) Given the reactants [CH3:1][O:2][C:3]1[CH:4]=[C:5]2[C:10](=[CH:11][CH:12]=1)[C:9]([CH3:14])([CH3:13])[C:8]([C:15]1[CH:20]=[CH:19][C:18]([O:21][CH3:22])=[CH:17][C:16]=1[N+:23]([O-])=O)=[CH:7][CH2:6]2, predict the reaction product. The product is: [CH3:22][O:21][C:18]1[CH:19]=[CH:20][C:15]([CH:8]2[CH2:7][CH2:6][C:5]3[C:10](=[CH:11][CH:12]=[C:3]([O:2][CH3:1])[CH:4]=3)[C:9]2([CH3:14])[CH3:13])=[C:16]([NH2:23])[CH:17]=1.